The task is: Predict the reactants needed to synthesize the given product.. This data is from Full USPTO retrosynthesis dataset with 1.9M reactions from patents (1976-2016). Given the product [C:1]([C:3]1([NH:9][C:10](=[O:12])[CH3:11])[CH2:8][CH2:7][CH2:6][CH2:5][CH2:4]1)#[CH:2], predict the reactants needed to synthesize it. The reactants are: [C:1]([C:3]1([NH2:9])[CH2:8][CH2:7][CH2:6][CH2:5][CH2:4]1)#[CH:2].[C:10](Cl)(=[O:12])[CH3:11].